Dataset: Forward reaction prediction with 1.9M reactions from USPTO patents (1976-2016). Task: Predict the product of the given reaction. (1) Given the reactants [C:1]([O:5][C:6]([NH:8][C@H:9]1[CH2:14][CH2:13][C@H:12]([C:15]([OH:17])=O)[CH2:11][CH2:10]1)=[O:7])([CH3:4])([CH3:3])[CH3:2].CN(C(ON1N=NC2C=CC=NC1=2)=[N+](C)C)C.F[P-](F)(F)(F)(F)F.C(N(CC)C(C)C)(C)C.[F:51][C:52]1[CH:57]=[CH:56][C:55]([C@H:58]([NH2:60])[CH3:59])=[CH:54][CH:53]=1, predict the reaction product. The product is: [F:51][C:52]1[CH:57]=[CH:56][C:55]([C@H:58]([NH:60][C:15]([C@H:12]2[CH2:11][CH2:10][C@H:9]([NH:8][C:6](=[O:7])[O:5][C:1]([CH3:2])([CH3:3])[CH3:4])[CH2:14][CH2:13]2)=[O:17])[CH3:59])=[CH:54][CH:53]=1. (2) The product is: [NH2:26][C:8]1[N:7]=[C:6]([O:5][CH2:1][CH2:2][CH2:3][CH3:4])[N:14]=[C:13]2[C:9]=1[NH:10][C:11](=[O:24])[N:12]2[CH2:15][CH:16]1[CH2:21][CH2:20][O:19][C:18]([CH3:23])([CH3:22])[CH2:17]1. Given the reactants [CH2:1]([O:5][C:6]1[N:14]=[C:13]2[C:9]([N:10]=[C:11]([O:24]C)[N:12]2[CH2:15][CH:16]2[CH2:21][CH2:20][O:19][C:18]([CH3:23])([CH3:22])[CH2:17]2)=[C:8]([NH2:26])[N:7]=1)[CH2:2][CH2:3][CH3:4].Cl, predict the reaction product. (3) Given the reactants [Br:1][C:2]1[CH:7]=[CH:6][C:5]([C:8]2[N:9]=[C:10]([C:22]3[CH:27]=[CH:26][C:25]([F:28])=[CH:24][CH:23]=3)[O:11][C:12]=2[C@@H:13]2[CH2:18][CH2:17][CH2:16][CH2:15][C@H:14]2[C:19](O)=[O:20])=[CH:4][CH:3]=1.CN(C(ON1N=[N:44][C:39]2[CH:40]=[CH:41]C=[N:43][C:38]1=2)=[N+](C)C)C.F[P-](F)(F)(F)(F)F.CCN(C(C)C)C(C)C, predict the reaction product. The product is: [Br:1][C:2]1[CH:7]=[CH:6][C:5]([C:8]2[N:9]=[C:10]([C:22]3[CH:23]=[CH:24][C:25]([F:28])=[CH:26][CH:27]=3)[O:11][C:12]=2[C@@H:13]2[CH2:18][CH2:17][CH2:16][CH2:15][C@H:14]2[C:19]([NH:44][C:39]2([C:38]#[N:43])[CH2:41][CH2:40]2)=[O:20])=[CH:4][CH:3]=1. (4) Given the reactants C1(C)C=CC(S(O[CH2:11][CH2:12][CH2:13][CH2:14][C:15]2[CH:20]=[CH:19][C:18]([CH2:21][CH2:22][O:23][C:24]3[C:33]4[C:28](=[CH:29][CH:30]=[CH:31][CH:32]=4)[N:27]=[CH:26][N:25]=3)=[CH:17][CH:16]=2)(=O)=O)=CC=1.[F-:35].[K+].C1N2CCOCCOCCN(CCOCCOCC2)CCOCCOC1.C1COCC1, predict the reaction product. The product is: [F:35][CH2:11][CH2:12][CH2:13][CH2:14][C:15]1[CH:20]=[CH:19][C:18]([CH2:21][CH2:22][O:23][C:24]2[C:33]3[C:28](=[CH:29][CH:30]=[CH:31][CH:32]=3)[N:27]=[CH:26][N:25]=2)=[CH:17][CH:16]=1. (5) Given the reactants [C:1]([O:5][C:6]([N:8]1[CH2:13][CH2:12][N:11]([C:14]2[O:15][C:16]3[C:22](Br)=[CH:21][C:20]([Cl:24])=[CH:19][C:17]=3[N:18]=2)[C@@H:10]([CH3:25])[CH2:9]1)=[O:7])([CH3:4])([CH3:3])[CH3:2].C(=O)([O-])[O-].[Cs+].[Cs+].CC1C=CC(P(C2C=CC3C(=CC=CC=3)C=2C2C3C(=CC=CC=3)C=CC=2P(C2C=CC(C)=CC=2)C2C=CC(C)=CC=2)C2C=CC(C)=CC=2)=CC=1.[NH:82]1[CH2:86][CH2:85][CH2:84][CH2:83]1, predict the reaction product. The product is: [C:1]([O:5][C:6]([N:8]1[CH2:13][CH2:12][N:11]([C:14]2[O:15][C:16]3[C:22]([N:82]4[CH2:86][CH2:85][CH2:84][CH2:83]4)=[CH:21][C:20]([Cl:24])=[CH:19][C:17]=3[N:18]=2)[C@@H:10]([CH3:25])[CH2:9]1)=[O:7])([CH3:4])([CH3:3])[CH3:2]. (6) Given the reactants [NH:1]1[CH2:6][CH2:5][S:4](=[O:8])(=[O:7])[CH2:3][CH2:2]1.CN(C=O)C.CS(O[CH2:19][C:20]1[C:21]2[CH:29]=[C:28]([CH:30]3[CH2:35][CH2:34][CH2:33][CH2:32][CH2:31]3)[S:27][C:22]=2[N:23]=[C:24]([CH3:26])[N:25]=1)(=O)=O, predict the reaction product. The product is: [CH:30]1([C:28]2[S:27][C:22]3[N:23]=[C:24]([CH3:26])[N:25]=[C:20]([CH2:19][N:1]4[CH2:6][CH2:5][S:4](=[O:8])(=[O:7])[CH2:3][CH2:2]4)[C:21]=3[CH:29]=2)[CH2:31][CH2:32][CH2:33][CH2:34][CH2:35]1. (7) Given the reactants [CH:1]1([N:4]([C@@H:12]2[CH2:17][CH2:16][NH:15][CH2:14][C@@H:13]2[F:18])C(=O)OC(C)(C)C)[CH2:3][CH2:2]1.Cl[C:20]1[N:25]=[CH:24][C:23]([Cl:26])=[CH:22][N:21]=1, predict the reaction product. The product is: [Cl:26][C:23]1[CH:22]=[N:21][C:20]([N:15]2[CH2:16][CH2:17][C@@H:12]([NH:4][CH:1]3[CH2:2][CH2:3]3)[C@@H:13]([F:18])[CH2:14]2)=[N:25][CH:24]=1. (8) Given the reactants [CH:1](=O)[C:2]1C=CC=CC=1.CO[C:11]1[CH:18]=[CH:17][C:14]([CH2:15][NH2:16])=[CH:13][CH:12]=1.FC(F)(F)C(O)=O, predict the reaction product. The product is: [CH:15]1[C:14]2[C:13](=[CH:12][CH:11]=[CH:18][CH:17]=2)[CH:2]=[CH:1][N:16]=1.